Dataset: Forward reaction prediction with 1.9M reactions from USPTO patents (1976-2016). Task: Predict the product of the given reaction. (1) Given the reactants Br[C:2]1[CH:15]=[C:14]([F:16])[C:5]([O:6][CH2:7][C:8]2([CH2:11][C:12]#[N:13])[CH2:10][CH2:9]2)=[C:4]([F:17])[CH:3]=1.[B:18]1([B:18]2[O:22][C:21]([CH3:24])([CH3:23])[C:20]([CH3:26])([CH3:25])[O:19]2)[O:22][C:21]([CH3:24])([CH3:23])[C:20]([CH3:26])([CH3:25])[O:19]1.C([O-])(=O)C.[K+].N#N, predict the reaction product. The product is: [F:16][C:14]1[CH:15]=[C:2]([B:18]2[O:22][C:21]([CH3:24])([CH3:23])[C:20]([CH3:26])([CH3:25])[O:19]2)[CH:3]=[C:4]([F:17])[C:5]=1[O:6][CH2:7][C:8]1([CH2:11][C:12]#[N:13])[CH2:10][CH2:9]1. (2) Given the reactants [NH2:1][CH2:2][C:3]1[CH:4]=[CH:5][C:6]([Cl:25])=[C:7]([C:9]2[NH:13][C:12](=[O:14])[N:11]([C:15]3[CH:20]=[CH:19][C:18]([C:21]([F:24])([F:23])[F:22])=[CH:17][CH:16]=3)[N:10]=2)[CH:8]=1.CN(C([O:33]N1N=N[C:36]2[CH:37]=[CH:38][CH:39]=[CH:40][C:35]1=2)=[N+](C)C)C.[B-](F)(F)(F)F.[CH2:48]1[CH2:52][O:51][CH2:50][CH2:49]1, predict the reaction product. The product is: [CH:49]1([C:50]([OH:33])=[O:51])[CH2:3][CH2:2][CH2:52][CH2:48]1.[Cl:25][C:6]1[CH:5]=[CH:4][C:3]([CH2:2][NH:1][C:35]([CH:40]2[CH2:36][CH2:37][CH2:38][CH2:39]2)=[O:51])=[CH:8][C:7]=1[C:9]1[NH:13][C:12](=[O:14])[N:11]([C:15]2[CH:16]=[CH:17][C:18]([C:21]([F:24])([F:23])[F:22])=[CH:19][CH:20]=2)[N:10]=1. (3) The product is: [Cl:1][C:2]1[CH:3]=[CH:4][C:5]([C:8]([N:10]([C@@H:11]2[CH2:16][CH2:15][N:14]([S:17]([CH:20]3[CH2:25][CH2:24][NH:23][CH2:22][CH2:21]3)(=[O:18])=[O:19])[CH2:13][C@H:12]2[C:36]2[CH:41]=[CH:40][C:39]([Cl:42])=[C:38]([Cl:43])[CH:37]=2)[CH3:44])=[O:9])=[CH:6][CH:7]=1. Given the reactants [Cl:1][C:2]1[CH:7]=[CH:6][C:5]([C:8]([N:10]([CH3:44])[C@@H:11]2[CH2:16][CH2:15][N:14]([S:17]([CH:20]3[CH2:25][CH2:24][N:23](C(OCC4C=CC=CC=4)=O)[CH2:22][CH2:21]3)(=[O:19])=[O:18])[CH2:13][C@H:12]2[C:36]2[CH:41]=[CH:40][C:39]([Cl:42])=[C:38]([Cl:43])[CH:37]=2)=[O:9])=[CH:4][CH:3]=1.Cl.[OH-].[Na+], predict the reaction product. (4) Given the reactants [ClH:1].[CH3:2][O:3][C:4]1[CH:12]=[CH:11][C:7]([CH2:8][CH2:9][NH2:10])=[CH:6][CH:5]=1.[C:13]([N:15]=[C:16]([NH2:18])[NH2:17])#[N:14], predict the reaction product. The product is: [ClH:1].[CH3:2][O:3][C:4]1[CH:12]=[CH:11][C:7]([CH2:8][CH2:9][NH:10][C:13]([NH:15][C:16]([NH2:18])=[NH:17])=[NH:14])=[CH:6][CH:5]=1.